From a dataset of Forward reaction prediction with 1.9M reactions from USPTO patents (1976-2016). Predict the product of the given reaction. (1) Given the reactants [N:1]1([S:7]([C:10]2[CH:15]=[CH:14][C:13]([NH2:16])=[CH:12][CH:11]=2)(=[O:9])=[O:8])[CH2:6][CH2:5][O:4][CH2:3][CH2:2]1.[Br:17][C:18]1[CH:19]=[C:20]([CH:23]=[CH:24][CH:25]=1)[CH:21]=O.[CH2:26]=[C:27]([CH3:29])[CH3:28].FC(F)(F)S([O-])(=O)=O.[Yb+3].FC(F)(F)S([O-])(=O)=O.FC(F)(F)S([O-])(=O)=O, predict the reaction product. The product is: [Br:17][C:18]1[CH:19]=[C:20]([CH:21]2[CH2:26][C:27]([CH3:29])([CH3:28])[C:12]3[C:13](=[CH:14][CH:15]=[C:10]([S:7]([N:1]4[CH2:2][CH2:3][O:4][CH2:5][CH2:6]4)(=[O:9])=[O:8])[CH:11]=3)[NH:16]2)[CH:23]=[CH:24][CH:25]=1. (2) Given the reactants [F:1][C:2]1[CH:7]=[C:6]([F:8])[CH:5]=[CH:4][C:3]=1[C:9]1[CH:18]=[CH:17][C:16]2[C:11](=[CH:12][CH:13]=[C:14]([OH:19])[CH:15]=2)[C:10]=1[C:20]([C:22]1[CH:27]=[CH:26][C:25]([O:28][CH2:29][CH2:30][N:31]2[CH2:36][CH2:35][CH2:34][CH2:33][CH2:32]2)=[CH:24][CH:23]=1)=[O:21].[CH3:37][S:38](Cl)(=[O:40])=[O:39].C(N(CC)CC)C.S(Cl)(Cl)(=O)=O, predict the reaction product. The product is: [F:1][C:2]1[CH:7]=[C:6]([F:8])[CH:5]=[CH:4][C:3]=1[C:9]1[C:10]([C:20](=[O:21])[C:22]2[CH:27]=[CH:26][C:25]([O:28][CH2:29][CH2:30][N:31]3[CH2:36][CH2:35][CH2:34][CH2:33][CH2:32]3)=[CH:24][CH:23]=2)=[C:11]2[C:16](=[CH:17][CH:18]=1)[CH:15]=[C:14]([O:19][S:38]([CH3:37])(=[O:40])=[O:39])[CH:13]=[CH:12]2. (3) The product is: [Cl:1][C:2]1[CH:3]=[CH:4][C:5]([NH:11][CH2:12][C:13]([F:16])([F:15])[F:14])=[C:6]([CH:10]=1)[C:7]([NH:22][C:18]([CH3:19])([C:20]#[CH:21])[CH3:17])=[O:9]. Given the reactants [Cl:1][C:2]1[CH:3]=[CH:4][C:5]([NH:11][CH2:12][C:13]([F:16])([F:15])[F:14])=[C:6]([CH:10]=1)[C:7]([OH:9])=O.[CH3:17][C:18]([NH2:22])([C:20]#[CH:21])[CH3:19].CCN=C=NCCCN(C)C.CCN(C(C)C)C(C)C.C1C=CC2N(O)N=NC=2C=1, predict the reaction product.